This data is from Protein-peptide binding for MDM2, ACE2, and 12ca5 with 34 validated binders. The task is: Binary Classification. Given protein and peptide amino acid sequences, predict whether they interact or not. (1) The protein target is MDM2 with sequence MCNTNMSVPTDGAVTTSQIPASEQETLVRPKPLLLKLLKSVGAQKDTYTMKEVLFYLGQYIMTKRLYDEKQQHIVYCSNDLLGDLFGVPSFSVKEHRKIYTMIYRNLVVVNQQESSDSGTSVSENRCHLEGGSDQKDLVQELQEEKPSSSHLVSRPSTSSRRRAISETEENSDELSGERQRKRHKSDSISLSFDESLALCVIREICCERSSSSESTGTPSNPDLDAGVSEHSGDWLDQDSVSDQFSVEFEVESLDSEDYSLSEEGQELSDEDDEVYQVTVYQAGESDTDSFEEDPEISLADYWKCTSCNEMNPPLPSHCNRCWALRENWLPEDKGKDKGEISEKAKLENSTQAEEGFDVPDCKKTIVNDSRESCVEENDDKITQASQSQESEDYSQPSTSSSIIYSSQEDVKEFEREETQDKEESVESSLPLNAIEPCVICQGRPKNGCIVHGKTGHLMACFTCAKKLKKRNKPCPVCRQPIQMIVLTYFP. The peptide is LTFEHYWAQVTSK. (2) The protein target is ACE2 with sequence MSSSSWLLLSLVAVTAAQSTIEEQAKTFLDKFNHEAEDLFYQSSLASWNYNTNITEENVQNMNNAGDKWSAFLKEQSTLAQMYPLQEIQNLTVKLQLQALQQNGSSVLSEDKSKRLNTILNTMSTIYSTGKVCNPDNPQECLLLEPGLNEIMANSLDYNERLWAWESWRSEVGKQLRPLYEEYVVLKNEMARANHYEDYGDYWRGDYEVNGVDGYDYSRGQLIEDVEHTFEEIKPLYEHLHAYVRAKLMNAYPSYISPIGCLPAHLLGDMWGRFWTNLYSLTVPFGQKPNIDVTDAMVDQAWDAQRIFKEAEKFFVSVGLPNMTQGFWENSMLTDPGNVQKAVCHPTAWDLGKGDFRILMCTKVTMDDFLTAHHEMGHIQYDMAYAAQPFLLRNGANEGFHEAVGEIMSLSAATPKHLKSIGLLSPDFQEDNETEINFLLKQALTIVGTLPFTYMLEKWRWMVFKGEIPKDQWMKKWWEMKREIVGVVEPVPHDETYCDP.... The peptide is THVVAHARDAYRK. (3) The peptide is AAFAEYWNALAPK. The protein target is MDM2 with sequence MCNTNMSVPTDGAVTTSQIPASEQETLVRPKPLLLKLLKSVGAQKDTYTMKEVLFYLGQYIMTKRLYDEKQQHIVYCSNDLLGDLFGVPSFSVKEHRKIYTMIYRNLVVVNQQESSDSGTSVSENRCHLEGGSDQKDLVQELQEEKPSSSHLVSRPSTSSRRRAISETEENSDELSGERQRKRHKSDSISLSFDESLALCVIREICCERSSSSESTGTPSNPDLDAGVSEHSGDWLDQDSVSDQFSVEFEVESLDSEDYSLSEEGQELSDEDDEVYQVTVYQAGESDTDSFEEDPEISLADYWKCTSCNEMNPPLPSHCNRCWALRENWLPEDKGKDKGEISEKAKLENSTQAEEGFDVPDCKKTIVNDSRESCVEENDDKITQASQSQESEDYSQPSTSSSIIYSSQEDVKEFEREETQDKEESVESSLPLNAIEPCVICQGRPKNGCIVHGKTGHLMACFTCAKKLKKRNKPCPVCRQPIQMIVLTYFP. (4) The protein target is MDM2 with sequence MCNTNMSVPTDGAVTTSQIPASEQETLVRPKPLLLKLLKSVGAQKDTYTMKEVLFYLGQYIMTKRLYDEKQQHIVYCSNDLLGDLFGVPSFSVKEHRKIYTMIYRNLVVVNQQESSDSGTSVSENRCHLEGGSDQKDLVQELQEEKPSSSHLVSRPSTSSRRRAISETEENSDELSGERQRKRHKSDSISLSFDESLALCVIREICCERSSSSESTGTPSNPDLDAGVSEHSGDWLDQDSVSDQFSVEFEVESLDSEDYSLSEEGQELSDEDDEVYQVTVYQAGESDTDSFEEDPEISLADYWKCTSCNEMNPPLPSHCNRCWALRENWLPEDKGKDKGEISEKAKLENSTQAEEGFDVPDCKKTIVNDSRESCVEENDDKITQASQSQESEDYSQPSTSSSIIYSSQEDVKEFEREETQDKEESVESSLPLNAIEPCVICQGRPKNGCIVHGKTGHLMACFTCAKKLKKRNKPCPVCRQPIQMIVLTYFP. The peptide is ASFAAAWALLAPK. (5) The protein target is ACE2 with sequence MSSSSWLLLSLVAVTAAQSTIEEQAKTFLDKFNHEAEDLFYQSSLASWNYNTNITEENVQNMNNAGDKWSAFLKEQSTLAQMYPLQEIQNLTVKLQLQALQQNGSSVLSEDKSKRLNTILNTMSTIYSTGKVCNPDNPQECLLLEPGLNEIMANSLDYNERLWAWESWRSEVGKQLRPLYEEYVVLKNEMARANHYEDYGDYWRGDYEVNGVDGYDYSRGQLIEDVEHTFEEIKPLYEHLHAYVRAKLMNAYPSYISPIGCLPAHLLGDMWGRFWTNLYSLTVPFGQKPNIDVTDAMVDQAWDAQRIFKEAEKFFVSVGLPNMTQGFWENSMLTDPGNVQKAVCHPTAWDLGKGDFRILMCTKVTMDDFLTAHHEMGHIQYDMAYAAQPFLLRNGANEGFHEAVGEIMSLSAATPKHLKSIGLLSPDFQEDNETEINFLLKQALTIVGTLPFTYMLEKWRWMVFKGEIPKDQWMKKWWEMKREIVGVVEPVPHDETYCDP.... The peptide is WLNNYPWWWSTPK.